This data is from Reaction yield outcomes from USPTO patents with 853,638 reactions. The task is: Predict the reaction yield, written as a fraction of the theoretical maximum amount of product (1.0 means a 100% yield; for example, 0.34 means a 34% yield). The reactants are C(OC([NH:8][C:9]1([CH3:37])[C:13]2([CH2:15][CH2:14]2)[CH2:12][N:11]([C:16]2[C:25]([O:26][CH3:27])=[C:24]3[C:19]([C:20](=[O:35])[C:21]([C:32]([OH:34])=[O:33])=[CH:22][N:23]3[C@@H:28]3[CH2:30][C@@H:29]3[F:31])=[CH:18][C:17]=2[F:36])[CH2:10]1)=O)(C)(C)C. The catalyst is Cl. The product is [NH2:8][C:9]1([CH3:37])[C:13]2([CH2:14][CH2:15]2)[CH2:12][N:11]([C:16]2[C:25]([O:26][CH3:27])=[C:24]3[C:19]([C:20](=[O:35])[C:21]([C:32]([OH:34])=[O:33])=[CH:22][N:23]3[C@@H:28]3[CH2:30][C@@H:29]3[F:31])=[CH:18][C:17]=2[F:36])[CH2:10]1. The yield is 0.920.